Dataset: Peptide-MHC class II binding affinity with 134,281 pairs from IEDB. Task: Regression. Given a peptide amino acid sequence and an MHC pseudo amino acid sequence, predict their binding affinity value. This is MHC class II binding data. (1) The peptide sequence is KGDEQKLRSAGEVEI. The MHC is DRB4_0101 with pseudo-sequence DRB4_0103. The binding affinity (normalized) is 0.191. (2) The peptide sequence is MFISDTPGERNPYEN. The MHC is DRB1_0405 with pseudo-sequence DRB1_0405. The binding affinity (normalized) is 0.674. (3) The binding affinity (normalized) is 0. The peptide sequence is ATPPPPPPPQLGASP. The MHC is DRB1_1602 with pseudo-sequence DRB1_1602. (4) The peptide sequence is AASGADGTYDITKLG. The MHC is DRB4_0101 with pseudo-sequence DRB4_0103. The binding affinity (normalized) is 0. (5) The peptide sequence is LVVGIYDEPMTPGQC. The MHC is HLA-DQA10201-DQB10202 with pseudo-sequence HLA-DQA10201-DQB10202. The binding affinity (normalized) is 0.556. (6) The peptide sequence is ISTNIRQAGVQYSRA. The MHC is DRB1_1602 with pseudo-sequence DRB1_1602. The binding affinity (normalized) is 0.206. (7) The peptide sequence is AFKVAATAANARPAN. The MHC is HLA-DPA10103-DPB10301 with pseudo-sequence HLA-DPA10103-DPB10301. The binding affinity (normalized) is 0.641. (8) The peptide sequence is AEMETESWIVDRQWA. The MHC is HLA-DQA10501-DQB10302 with pseudo-sequence HLA-DQA10501-DQB10302. The binding affinity (normalized) is 0. (9) The peptide sequence is AWVDSGAQLGELYYA. The MHC is DRB1_0901 with pseudo-sequence DRB1_0901. The binding affinity (normalized) is 0.502.